From a dataset of Forward reaction prediction with 1.9M reactions from USPTO patents (1976-2016). Predict the product of the given reaction. (1) Given the reactants [C:1]([O:5][C:6](=[O:25])[NH:7][CH:8]1[CH2:13][CH2:12][CH:11]([NH:14][C:15](=[O:24])[C:16]2[CH:21]=[CH:20][C:19]([OH:22])=[CH:18][C:17]=2[OH:23])[CH2:10][CH2:9]1)([CH3:4])([CH3:3])[CH3:2].Br[CH2:27][C:28]1[CH:29]=[C:30]([CH:33]=[CH:34][CH:35]=1)[C:31]#[N:32], predict the reaction product. The product is: [C:1]([O:5][C:6](=[O:25])[NH:7][CH:8]1[CH2:13][CH2:12][CH:11]([NH:14][C:15](=[O:24])[C:16]2[CH:21]=[CH:20][C:19]([O:22][CH2:27][C:28]3[CH:35]=[CH:34][CH:33]=[C:30]([C:31]#[N:32])[CH:29]=3)=[CH:18][C:17]=2[O:23][CH2:27][C:28]2[CH:35]=[CH:34][CH:33]=[C:30]([C:31]#[N:32])[CH:29]=2)[CH2:10][CH2:9]1)([CH3:4])([CH3:2])[CH3:3]. (2) The product is: [CH3:21][C:20]([C:10]1[CH:15]=[CH:14][C:13]([C:16]([F:19])([F:18])[F:17])=[CH:12][CH:11]=1)=[O:22]. Given the reactants ClC1CCCCC1.[Li].Br[C:10]1[CH:15]=[CH:14][C:13]([C:16]([F:19])([F:18])[F:17])=[CH:12][CH:11]=1.[C:20](OC(=O)C)(=[O:22])[CH3:21].Cl, predict the reaction product. (3) Given the reactants C[O:2][C:3](=[O:33])[CH2:4][O:5][C:6]1[CH:11]=[C:10]([Cl:12])[CH:9]=[CH:8][C:7]=1[O:13][CH2:14][C:15]([N:17]1[CH2:22][C@H:21]([CH3:23])[N:20]([CH2:24][C:25]2[CH:30]=[CH:29][C:28]([F:31])=[CH:27][CH:26]=2)[CH2:19][C@H:18]1[CH3:32])=[O:16].O.[OH-].[Li+].Cl, predict the reaction product. The product is: [Cl:12][C:10]1[CH:9]=[CH:8][C:7]([O:13][CH2:14][C:15]([N:17]2[CH2:22][C@H:21]([CH3:23])[N:20]([CH2:24][C:25]3[CH:26]=[CH:27][C:28]([F:31])=[CH:29][CH:30]=3)[CH2:19][C@H:18]2[CH3:32])=[O:16])=[C:6]([CH:11]=1)[O:5][CH2:4][C:3]([OH:33])=[O:2]. (4) The product is: [NH2:33][C@@H:31]1[CH2:32][C@H:27]([C:26]2[CH:25]=[CH:24][N:23]=[CH:22][C:21]=2[NH:20][C:18](=[O:19])[C:16]2[CH:15]=[CH:14][C:13]([F:43])=[C:12]([C:6]3[C:5]([F:4])=[CH:10][CH:9]=[CH:8][C:7]=3[F:11])[N:17]=2)[CH2:28][C@H:29]([CH3:42])/[C:30]/1=[N:2]/[OH:3]. Given the reactants Cl.[NH2:2][OH:3].[F:4][C:5]1[CH:10]=[CH:9][CH:8]=[C:7]([F:11])[C:6]=1[C:12]1[N:17]=[C:16]([C:18]([NH:20][C:21]2[CH:22]=[N:23][CH:24]=[CH:25][C:26]=2[C@H:27]2[CH2:32][C@@H:31]([NH:33]C(=O)OC(C)(C)C)[C:30](=O)[C@@H:29]([CH3:42])[CH2:28]2)=[O:19])[CH:15]=[CH:14][C:13]=1[F:43], predict the reaction product. (5) Given the reactants [NH2:1][C:2]1[CH:3]=[CH:4][C:5]([F:19])=[C:6]([C@:8]2([CH3:18])[C:14]([F:16])([F:15])[CH2:13][O:12][CH2:11][C:10]([NH2:17])=[N:9]2)[CH:7]=1.[F:20][C:21]([F:34])([F:33])[CH2:22][O:23][C:24]1[N:29]=[C:28]([C:30]([OH:32])=[O:31])[CH:27]=[N:26][CH:25]=1, predict the reaction product. The product is: [CH:30]([OH:32])=[O:31].[NH2:17][C:10]1[CH2:11][O:12][CH2:13][C:14]([F:15])([F:16])[C@:8]([C:6]2[CH:7]=[C:2]([NH:1][C:30]([C:28]3[CH:27]=[N:26][CH:25]=[C:24]([O:23][CH2:22][C:21]([F:34])([F:33])[F:20])[N:29]=3)=[O:31])[CH:3]=[CH:4][C:5]=2[F:19])([CH3:18])[N:9]=1. (6) Given the reactants O/[N:2]=[CH:3]/[C:4]1[CH:13]=[C:12]2[C:7]([N:8]([CH3:36])[CH2:9][CH2:10][N:11]2[C:14]2[C:18]3[CH2:19][N:20]([C:23]([O:25][C:26]([CH3:29])([CH3:28])[CH3:27])=[O:24])[CH2:21][CH2:22][C:17]=3[N:16]([CH:30]3[CH2:35][CH2:34][O:33][CH2:32][CH2:31]3)[N:15]=2)=[CH:6][C:5]=1[C:37]1[CH:38]=[N:39][N:40]([CH3:42])[CH:41]=1.C(P1(=O)OP(=O)(CCC)OP(=O)(CCC)O1)CC.C(N(CC)CC)C.C(Cl)Cl, predict the reaction product. The product is: [C:3]([C:4]1[CH:13]=[C:12]2[C:7]([N:8]([CH3:36])[CH2:9][CH2:10][N:11]2[C:14]2[C:18]3[CH2:19][N:20]([C:23]([O:25][C:26]([CH3:28])([CH3:27])[CH3:29])=[O:24])[CH2:21][CH2:22][C:17]=3[N:16]([CH:30]3[CH2:31][CH2:32][O:33][CH2:34][CH2:35]3)[N:15]=2)=[CH:6][C:5]=1[C:37]1[CH:38]=[N:39][N:40]([CH3:42])[CH:41]=1)#[N:2]. (7) Given the reactants O=[C:2]1O[C:6]2[C:8]3[C:13]([CH2:14][C:5]=2[C:4]([N:15]2[CH2:19][CH2:18][CH2:17][CH2:16]2)=[C:3]1[C:20]#[N:21])=[CH:12][CH:11]=[CH:10][CH:9]=3.[H-].[Na+], predict the reaction product. The product is: [N:15]1([C:4]2[C:3]([C:20]#[N:21])=[C:2]3[C:5]([CH2:6][C:8]4[CH:9]=[CH:10][CH:11]=[CH:12][C:13]=43)=[C:6]3[C:8]4[C:13]([CH2:14][C:5]=23)=[CH:12][CH:11]=[CH:10][CH:9]=4)[CH2:19][CH2:18][CH2:17][CH2:16]1. (8) Given the reactants [CH3:1][O:2][C:3]1[CH:4]=[CH:5][C:6]2[N:10]=[C:9]([SH:11])[NH:8][C:7]=2[CH:12]=1.[H-].[Na+].[CH2:15]([O:17][C:18](=[O:21])[CH2:19]Br)[CH3:16], predict the reaction product. The product is: [CH2:15]([O:17][C:18](=[O:21])[CH2:19][S:11][C:9]1[NH:8][C:7]2[CH:12]=[C:3]([O:2][CH3:1])[CH:4]=[CH:5][C:6]=2[N:10]=1)[CH3:16].